Dataset: Full USPTO retrosynthesis dataset with 1.9M reactions from patents (1976-2016). Task: Predict the reactants needed to synthesize the given product. Given the product [C:1]([C:5]1[N:6]=[C:7]([Cl:12])[N:8]=[C:9]([NH:13][C:14]2[CH:19]=[CH:18][C:17]([CH3:20])=[CH:16][CH:15]=2)[CH:10]=1)([CH3:4])([CH3:3])[CH3:2], predict the reactants needed to synthesize it. The reactants are: [C:1]([C:5]1[CH:10]=[C:9](Cl)[N:8]=[C:7]([Cl:12])[N:6]=1)([CH3:4])([CH3:3])[CH3:2].[NH2:13][C:14]1[CH:19]=[CH:18][C:17]([CH3:20])=[CH:16][CH:15]=1.C(N(CC)CC)C.